This data is from Catalyst prediction with 721,799 reactions and 888 catalyst types from USPTO. The task is: Predict which catalyst facilitates the given reaction. Reactant: [C:1]([NH:5][NH2:6])([CH3:4])([CH3:3])[CH3:2].[CH3:7][C:8]([O:11][C:12](O[C:12]([O:11][C:8]([CH3:10])([CH3:9])[CH3:7])=[O:13])=[O:13])([CH3:10])[CH3:9].C([O-])([O-])=O.[Na+].[Na+].C(#N)C. Product: [C:1]([NH:5][NH:6][C:12]([O:11][C:8]([CH3:10])([CH3:9])[CH3:7])=[O:13])([CH3:4])([CH3:3])[CH3:2]. The catalyst class is: 6.